Dataset: Human intestinal absorption (HIA) binary classification data from Hou et al.. Task: Regression/Classification. Given a drug SMILES string, predict its absorption, distribution, metabolism, or excretion properties. Task type varies by dataset: regression for continuous measurements (e.g., permeability, clearance, half-life) or binary classification for categorical outcomes (e.g., BBB penetration, CYP inhibition). Dataset: hia_hou. (1) The drug is CCC1(c2ccccc2)C(=O)NCNC1=O. The result is 1 (good absorption). (2) The molecule is NS(=O)(=O)c1cc(Cl)cc(NCc2ccco2)c1C(=O)O. The result is 1 (good absorption). (3) The molecule is CC[N+](C)(C)Cc1ccccc1Br. The result is 0 (poor absorption). (4) The molecule is CCCC[N+]1(C)[C@@H]2C[C@@H](OC(=O)[C@@H](CO)c3ccccc3)C[C@@H]1[C@H]1O[C@H]12. The result is 0 (poor absorption). (5) The result is 1 (good absorption). The compound is CN1CCC(=C2c3ccccc3CC(=O)c3sccc32)CC1. (6) The molecule is O=C(COCCOCCOCC(=O)Nc1c(I)cc(I)c(C(=O)O)c1I)Nc1c(I)cc(I)c(C(=O)O)c1I. The result is 0 (poor absorption). (7) The drug is CCN1CC[C@]23[C@@H]4C=C[C@H](O)[C@@H]2OC2=C(O)C=C[C@H](C[C@@H]41)[C@@H]23. The result is 1 (good absorption).